Dataset: Forward reaction prediction with 1.9M reactions from USPTO patents (1976-2016). Task: Predict the product of the given reaction. (1) Given the reactants [CH2:1]([NH:8][CH2:9][CH2:10][O:11][C:12]1[CH:20]=[C:19]2[C:15]([C:16]([CH3:28])=[N:17][N:18]2[C:21]([O:23][C:24]([CH3:27])([CH3:26])[CH3:25])=[O:22])=[CH:14][CH:13]=1)[C:2]1[CH:7]=[CH:6][CH:5]=[CH:4][CH:3]=1.[Cl:29][C:30]1[CH:35]=[CH:34][C:33]([C@@H:36]2[CH2:38][O:37]2)=[CH:32][C:31]=1[N+:39]([O-:41])=[O:40], predict the reaction product. The product is: [CH2:1]([N:8]([CH2:38][C@@H:36]([C:33]1[CH:34]=[CH:35][C:30]([Cl:29])=[C:31]([N+:39]([O-:41])=[O:40])[CH:32]=1)[OH:37])[CH2:9][CH2:10][O:11][C:12]1[CH:20]=[C:19]2[C:15]([C:16]([CH3:28])=[N:17][N:18]2[C:21]([O:23][C:24]([CH3:25])([CH3:27])[CH3:26])=[O:22])=[CH:14][CH:13]=1)[C:2]1[CH:3]=[CH:4][CH:5]=[CH:6][CH:7]=1. (2) The product is: [CH3:28][N:24]1[CH2:25][CH2:26][CH2:27][N:22]2[C:21](=[O:30])[N:20]=[C:19]([O:1][CH2:2][C:3]3[CH:4]=[CH:5][C:6]([O:11][C:12]4[CH:17]=[N:16][CH:15]=[N:14][CH:13]=4)=[C:7]([CH:10]=3)[C:8]#[N:9])[CH:29]=[C:23]12. Given the reactants [OH:1][CH2:2][C:3]1[CH:4]=[CH:5][C:6]([O:11][C:12]2[CH:13]=[N:14][CH:15]=[N:16][CH:17]=2)=[C:7]([CH:10]=1)[C:8]#[N:9].Cl[C:19]1[CH:29]=[C:23]2[N:24]([CH3:28])[CH2:25][CH2:26][CH2:27][N:22]2[C:21](=[O:30])[N:20]=1, predict the reaction product.